From a dataset of Full USPTO retrosynthesis dataset with 1.9M reactions from patents (1976-2016). Predict the reactants needed to synthesize the given product. (1) Given the product [CH3:21][N:22]([CH3:24])/[CH:23]=[CH:2]/[C:1]([C:4]1[S:8][C:7]([C:9]([NH:11][CH2:12][C:13]2[CH:18]=[CH:17][CH:16]=[CH:15][CH:14]=2)=[O:10])=[CH:6][CH:5]=1)=[O:3], predict the reactants needed to synthesize it. The reactants are: [C:1]([C:4]1[S:8][C:7]([C:9]([NH:11][CH2:12][C:13]2[CH:18]=[CH:17][CH:16]=[CH:15][CH:14]=2)=[O:10])=[CH:6][CH:5]=1)(=[O:3])[CH3:2].CO[CH:21](OC)[N:22]([CH3:24])[CH3:23]. (2) Given the product [Cl:16][C:17]1[CH:18]=[C:19]([NH:20][C:2]2[C:11]3[C:6](=[CH:7][C:8]([F:15])=[C:9]([N+:12]([O-:14])=[O:13])[CH:10]=3)[N:5]=[CH:4][N:3]=2)[CH:21]=[CH:22][C:23]=1[F:24], predict the reactants needed to synthesize it. The reactants are: Cl[C:2]1[C:11]2[C:6](=[CH:7][C:8]([F:15])=[C:9]([N+:12]([O-:14])=[O:13])[CH:10]=2)[N:5]=[CH:4][N:3]=1.[Cl:16][C:17]1[CH:18]=[C:19]([CH:21]=[CH:22][C:23]=1[F:24])[NH2:20]. (3) Given the product [NH2:24][C:20]1[CH:19]=[C:18]([C:14]2([CH3:17])[CH:15]3[CH:13]2[CH2:12][N:11]([CH2:5][CH2:6][CH2:7][CH2:8][CH2:9][CH3:10])[CH2:16]3)[CH:23]=[CH:22][C:21]=1[NH2:1], predict the reactants needed to synthesize it. The reactants are: [N:1]([O-])=O.[Na+].[CH2:5]([N:11]1[CH2:16][CH:15]2[CH:13]([C:14]2([C:18]2[CH:19]=[C:20]([NH2:24])[CH:21]=[CH:22][CH:23]=2)[CH3:17])[CH2:12]1)[CH2:6][CH2:7][CH2:8][CH2:9][CH3:10].[I-].[K+].C(=O)([O-])O.[Na+]. (4) The reactants are: CC(N=N[C:8]([C:11]#N)([CH3:10])C)(C#N)C.C([O:18][C:19]1(C)[CH:26]2[CH2:27][CH:22]3CC(CC1C3)C2)(=O)C(C)=C.O=[C:31]1[CH:35]([O:36]C(=O)C(C)=C)[CH2:34]CO1.C(OC(O)C1C2C(=CC=CC=2)C=CC=1)(=O)C=C. Given the product [O:18]1[CH2:19][CH2:26][CH2:27][CH2:22]1.[CH:35]([O:36][CH:8]([CH3:10])[CH3:11])([CH3:31])[CH3:34], predict the reactants needed to synthesize it.